Dataset: NCI-60 drug combinations with 297,098 pairs across 59 cell lines. Task: Regression. Given two drug SMILES strings and cell line genomic features, predict the synergy score measuring deviation from expected non-interaction effect. (1) Drug 1: C1CC(C1)(C(=O)O)C(=O)O.[NH2-].[NH2-].[Pt+2]. Drug 2: CCN(CC)CCNC(=O)C1=C(NC(=C1C)C=C2C3=C(C=CC(=C3)F)NC2=O)C. Cell line: RPMI-8226. Synergy scores: CSS=15.8, Synergy_ZIP=-6.19, Synergy_Bliss=0.998, Synergy_Loewe=3.10, Synergy_HSA=2.59. (2) Drug 1: C1=CC=C(C=C1)NC(=O)CCCCCCC(=O)NO. Drug 2: CS(=O)(=O)OCCCCOS(=O)(=O)C. Cell line: CCRF-CEM. Synergy scores: CSS=68.8, Synergy_ZIP=-3.05, Synergy_Bliss=2.81, Synergy_Loewe=-23.2, Synergy_HSA=5.74. (3) Drug 1: C1CCC(C1)C(CC#N)N2C=C(C=N2)C3=C4C=CNC4=NC=N3. Drug 2: C1CCC(CC1)NC(=O)N(CCCl)N=O. Cell line: 786-0. Synergy scores: CSS=42.2, Synergy_ZIP=7.44, Synergy_Bliss=9.04, Synergy_Loewe=1.31, Synergy_HSA=9.80. (4) Drug 1: CS(=O)(=O)CCNCC1=CC=C(O1)C2=CC3=C(C=C2)N=CN=C3NC4=CC(=C(C=C4)OCC5=CC(=CC=C5)F)Cl. Drug 2: CNC(=O)C1=NC=CC(=C1)OC2=CC=C(C=C2)NC(=O)NC3=CC(=C(C=C3)Cl)C(F)(F)F. Cell line: TK-10. Synergy scores: CSS=-4.00, Synergy_ZIP=-0.287, Synergy_Bliss=-1.25, Synergy_Loewe=-15.2, Synergy_HSA=-8.33. (5) Drug 1: C1CCN(CC1)CCOC2=CC=C(C=C2)C(=O)C3=C(SC4=C3C=CC(=C4)O)C5=CC=C(C=C5)O. Drug 2: C1C(C(OC1N2C=NC3=C(N=C(N=C32)Cl)N)CO)O. Cell line: UACC-257. Synergy scores: CSS=-0.411, Synergy_ZIP=1.49, Synergy_Bliss=0.275, Synergy_Loewe=-14.6, Synergy_HSA=-4.02. (6) Drug 1: C1CN1C2=NC(=NC(=N2)N3CC3)N4CC4. Drug 2: C1=NC2=C(N1)C(=S)N=CN2. Cell line: SK-MEL-28. Synergy scores: CSS=29.4, Synergy_ZIP=-5.67, Synergy_Bliss=-0.340, Synergy_Loewe=1.97, Synergy_HSA=3.55.